This data is from Reaction yield outcomes from USPTO patents with 853,638 reactions. The task is: Predict the reaction yield, written as a fraction of the theoretical maximum amount of product (1.0 means a 100% yield; for example, 0.34 means a 34% yield). (1) The reactants are [NH:1]1[CH2:11][CH2:10][CH:4]([C:5]([O:7][CH2:8][CH3:9])=[O:6])[CH2:3][CH2:2]1.[N:12]1[C:19](Cl)=[N:18][C:16](Cl)=[N:15][C:13]=1Cl. The catalyst is C1COCC1. The product is [N:12]1[C:19]([N:1]2[CH2:2][CH2:3][CH:4]([C:5]([O:7][CH2:8][CH3:9])=[O:6])[CH2:10][CH2:11]2)=[N:18][C:16]([N:1]2[CH2:2][CH2:3][CH:4]([C:5]([O:7][CH2:8][CH3:9])=[O:6])[CH2:10][CH2:11]2)=[N:15][C:13]=1[N:1]1[CH2:11][CH2:10][CH:4]([C:5]([O:7][CH2:8][CH3:9])=[O:6])[CH2:3][CH2:2]1. The yield is 0.890. (2) The reactants are [C:1]([O:5][C@@H:6]([C:12]1[C:13]([CH3:34])=[N:14][C:15]([CH3:33])=[C:16]([C:26]2[CH:31]=[CH:30][C:29]([OH:32])=[CH:28][CH:27]=2)[C:17]=1[N:18]1[CH2:23][CH2:22][C:21]([CH3:25])([CH3:24])[CH2:20][CH2:19]1)[C:7]([O:9][CH2:10][CH3:11])=[O:8])([CH3:4])([CH3:3])[CH3:2].[F:35][C:36]1[CH:41]=[CH:40][C:39]([CH2:42][CH2:43][CH2:44]O)=[CH:38][CH:37]=1.C1C=CC(P(C2C=CC=CC=2)C2C=CC=CC=2)=CC=1.CCOC(/N=N/C(OCC)=O)=O. The catalyst is C1COCC1. The product is [C:1]([O:5][C@@H:6]([C:12]1[C:13]([CH3:34])=[N:14][C:15]([CH3:33])=[C:16]([C:26]2[CH:27]=[CH:28][C:29]([O:32][CH2:44][CH2:43][CH2:42][C:39]3[CH:40]=[CH:41][C:36]([F:35])=[CH:37][CH:38]=3)=[CH:30][CH:31]=2)[C:17]=1[N:18]1[CH2:19][CH2:20][C:21]([CH3:24])([CH3:25])[CH2:22][CH2:23]1)[C:7]([O:9][CH2:10][CH3:11])=[O:8])([CH3:2])([CH3:3])[CH3:4]. The yield is 0.680. (3) The reactants are Cl[C:2]1[N:7]=[CH:6][N:5]=[C:4]2[NH:8][N:9]=[CH:10][C:3]=12.CC1(C)C(C)(C)OB([C:19]2[CH:20]=[C:21]([C:25]3([C:28]#[N:29])[CH2:27][CH2:26]3)[CH:22]=[CH:23][CH:24]=2)O1.C(=O)([O-])[O-].[Na+].[Na+]. The catalyst is O1CCOCC1.CCOC(C)=O.O.CC(C)([P](C(C)(C)C)([Pd][P](C(C)(C)C)(C(C)(C)C)C(C)(C)C)C(C)(C)C)C. The product is [NH:8]1[C:4]2=[N:5][CH:6]=[N:7][C:2]([C:19]3[CH:20]=[C:21]([C:25]4([C:28]#[N:29])[CH2:26][CH2:27]4)[CH:22]=[CH:23][CH:24]=3)=[C:3]2[CH:10]=[N:9]1. The yield is 0.0200.